This data is from Reaction yield outcomes from USPTO patents with 853,638 reactions. The task is: Predict the reaction yield, written as a fraction of the theoretical maximum amount of product (1.0 means a 100% yield; for example, 0.34 means a 34% yield). (1) The reactants are [C:1]([CH2:3][C:4]([OH:6])=O)#[N:2].CN(C=O)C.C(Cl)(=O)C(Cl)=O.[Cl:18][C:19]1[CH:25]=[CH:24][CH:23]=[CH:22][C:20]=1[NH2:21]. The catalyst is C(Cl)Cl.C(N(CC)CC)C.C1COCC1. The product is [Cl:18][C:19]1[CH:25]=[CH:24][CH:23]=[CH:22][C:20]=1[NH:21][C:4](=[O:6])[CH2:3][C:1]#[N:2]. The yield is 0.620. (2) The reactants are Br[C:2]1[C:6]([CH3:7])=[C:5](I)[S:4][C:3]=1[CH:9]=[O:10].C[O:12][C:13]1[CH:18]=[CH:17][C:16](B(O)O)=[CH:15][CH:14]=1. No catalyst specified. The product is [OH:12][C:13]1[CH:18]=[CH:17][C:16]([C:2]2[C:6]([CH3:7])=[C:5]([C:16]3[CH:17]=[CH:18][C:13]([OH:12])=[CH:14][CH:15]=3)[S:4][C:3]=2[CH:9]=[O:10])=[CH:15][CH:14]=1. The yield is 0.940.